From a dataset of Full USPTO retrosynthesis dataset with 1.9M reactions from patents (1976-2016). Predict the reactants needed to synthesize the given product. (1) Given the product [CH:11]1([NH:14][C:15](=[O:50])[NH:16][C:17]2[CH:48]=[CH:47][C:20]([O:21][C:22]3[CH:27]=[CH:26][N:25]=[C:24]4[CH:28]=[C:29]([C:31]5[N:36]=[CH:35][C:34]([CH2:37][N:38]6[CH2:43][CH2:42][CH2:41][CH:40]([C:44]([N:55]([CH2:54][CH2:53][N:52]([CH3:57])[CH3:51])[CH3:56])=[O:46])[CH2:39]6)=[CH:33][CH:32]=5)[S:30][C:23]=34)=[C:19]([F:49])[CH:18]=2)[CH2:12][CH2:13]1, predict the reactants needed to synthesize it. The reactants are: C1C=CC2N(O)N=NC=2C=1.[CH:11]1([NH:14][C:15](=[O:50])[NH:16][C:17]2[CH:48]=[CH:47][C:20]([O:21][C:22]3[CH:27]=[CH:26][N:25]=[C:24]4[CH:28]=[C:29]([C:31]5[N:36]=[CH:35][C:34]([CH2:37][N:38]6[CH2:43][CH2:42][CH2:41][CH:40]([C:44]([OH:46])=O)[CH2:39]6)=[CH:33][CH:32]=5)[S:30][C:23]=34)=[C:19]([F:49])[CH:18]=2)[CH2:13][CH2:12]1.[CH3:51][N:52]([CH3:57])[CH2:53][CH2:54][NH:55][CH3:56].Cl.C(N(CC)CC)C. (2) Given the product [O:4]1[C:12]2[CH:11]=[CH:10][N:9]=[C:8]([N:13]3[CH2:18][CH2:17][N:16]([CH2:19][CH2:20][C@H:21]4[CH2:26][CH2:25][C@H:24]([NH:27][S:30]([CH2:28][CH3:29])(=[O:32])=[O:31])[CH2:23][CH2:22]4)[CH2:15][CH2:14]3)[C:7]=2[CH:6]=[CH:5]1, predict the reactants needed to synthesize it. The reactants are: Cl.Cl.Cl.[O:4]1[C:12]2[CH:11]=[CH:10][N:9]=[C:8]([N:13]3[CH2:18][CH2:17][N:16]([CH2:19][CH2:20][C@H:21]4[CH2:26][CH2:25][C@H:24]([NH2:27])[CH2:23][CH2:22]4)[CH2:15][CH2:14]3)[C:7]=2[CH:6]=[CH:5]1.[CH2:28]([S:30](Cl)(=[O:32])=[O:31])[CH3:29].